This data is from Catalyst prediction with 721,799 reactions and 888 catalyst types from USPTO. The task is: Predict which catalyst facilitates the given reaction. (1) Product: [Cl:19][C:16]1[CH:17]=[CH:18][C:13]([CH2:12][N:8]2[C:6]3=[N:7][C:2]([C:36]([O:25][CH3:24])=[O:37])=[CH:3][CH:4]=[C:5]3[N:10]=[C:9]2[CH3:11])=[C:14]([O:20][CH3:21])[CH:15]=1. The catalyst class is: 713. Reactant: Br[C:2]1[N:7]=[C:6]2[N:8]([CH2:12][C:13]3[CH:18]=[CH:17][C:16]([Cl:19])=[CH:15][C:14]=3[O:20][CH3:21])[C:9]([CH3:11])=[N:10][C:5]2=[CH:4][CH:3]=1.CN(C)[CH:24]=[O:25].C(N(CC)CC)C.[C]=O.[CH3:36][OH:37]. (2) Reactant: [Cl:1][C:2]1[CH:7]=[CH:6][CH:5]=[CH:4][C:3]=1[N:8]1[C:12]([C:13](Cl)=[O:14])=[CH:11][C:10]([C:16]([F:19])([F:18])[F:17])=[N:9]1.[Br:20][C:21]1[CH:27]=[CH:26][C:24]([NH2:25])=[CH:23][CH:22]=1.C(N(CC)C(C)C)(C)C. Product: [Br:20][C:21]1[CH:27]=[CH:26][C:24]([NH:25][C:13]([C:12]2[N:8]([C:3]3[CH:4]=[CH:5][CH:6]=[CH:7][C:2]=3[Cl:1])[N:9]=[C:10]([C:16]([F:19])([F:18])[F:17])[CH:11]=2)=[O:14])=[CH:23][CH:22]=1. The catalyst class is: 172. (3) Reactant: C[O:2][C:3]1[CH:4]=[C:5]2[C:10](=[CH:11][C:12]=1[O:13][CH3:14])[N:9]=[C:8]([C:15]1[CH:20]=[CH:19][CH:18]=[C:17]([N+:21]([O-:23])=[O:22])[CH:16]=1)[NH:7][C:6]2=[O:24].N[C@H](C(O)=O)CCSC.C([O-])(O)=O.[Na+]. Product: [OH:2][C:3]1[CH:4]=[C:5]2[C:10](=[CH:11][C:12]=1[O:13][CH3:14])[N:9]=[C:8]([C:15]1[CH:20]=[CH:19][CH:18]=[C:17]([N+:21]([O-:23])=[O:22])[CH:16]=1)[NH:7][C:6]2=[O:24]. The catalyst class is: 501. (4) Reactant: [Cl:1][C:2]1[CH:12]=[CH:11][C:5]2[CH2:6][CH2:7][NH:8][CH2:9][CH2:10][C:4]=2[C:3]=1[CH:13]=[CH:14][CH2:15][CH2:16][CH2:17][NH:18][C:19]([CH:21]1[CH2:25][CH2:24][CH2:23][CH2:22]1)=[O:20].[C:26]([O:30][C:31](O[C:31]([O:30][C:26]([CH3:29])([CH3:28])[CH3:27])=[O:32])=[O:32])([CH3:29])([CH3:28])[CH3:27]. Product: [C:26]([O:30][C:31]([N:8]1[CH2:9][CH2:10][C:4]2[C:3]([CH:13]=[CH:14][CH2:15][CH2:16][CH2:17][NH:18][C:19]([CH:21]3[CH2:25][CH2:24][CH2:23][CH2:22]3)=[O:20])=[C:2]([Cl:1])[CH:12]=[CH:11][C:5]=2[CH2:6][CH2:7]1)=[O:32])([CH3:29])([CH3:28])[CH3:27]. The catalyst class is: 4. (5) The catalyst class is: 29. Product: [CH3:1][O:2][C:3](=[O:18])[CH2:4][CH2:5][C:6]([C:9]1[CH:14]=[CH:13][CH:12]=[C:11]([O:15][CH3:16])[C:10]=1[F:17])([CH3:8])[CH3:7]. Reactant: [CH3:1][O:2][C:3](=[O:18])/[CH:4]=[CH:5]\[C:6]([C:9]1[CH:14]=[CH:13][CH:12]=[C:11]([O:15][CH3:16])[C:10]=1[F:17])([CH3:8])[CH3:7]. (6) Reactant: [O:1]1[CH2:6][CH:5]=[CH:4][CH2:3][C:2]1([C:12]([O:14][CH2:15][CH3:16])=[O:13])[C:7]([O:9][CH2:10][CH3:11])=[O:8]. Product: [O:1]1[CH2:6][CH2:5][CH2:4][CH2:3][C:2]1([C:12]([O:14][CH2:15][CH3:16])=[O:13])[C:7]([O:9][CH2:10][CH3:11])=[O:8]. The catalyst class is: 99. (7) Reactant: [C:1]([C:4]1[CH:5]=[C:6]2[C:10](=[CH:11][CH:12]=1)[NH:9][CH:8]=[CH:7]2)([OH:3])=[O:2].[Si](C=[N+]=[N-])(C)(C)[CH3:14]. Product: [CH3:14][O:2][C:1]([C:4]1[CH:5]=[C:6]2[C:10](=[CH:11][CH:12]=1)[NH:9][CH:8]=[CH:7]2)=[O:3]. The catalyst class is: 98.